Dataset: Catalyst prediction with 721,799 reactions and 888 catalyst types from USPTO. Task: Predict which catalyst facilitates the given reaction. (1) Reactant: [C:1]([N:8]1[CH:12]=[CH:11][N:10]=[CH:9]1)(N1C=CN=C1)=[O:2].[F:13][C:14]1[CH:19]=[CH:18][CH:17]=[CH:16][C:15]=1[C@@H:20]([OH:22])[CH3:21]. Product: [F:13][C:14]1[CH:19]=[CH:18][CH:17]=[CH:16][C:15]=1[C@@H:20]([O:22][C:1]([N:8]1[CH:12]=[CH:11][N:10]=[CH:9]1)=[O:2])[CH3:21]. The catalyst class is: 7. (2) Reactant: [NH2:1][C:2]1[CH:15]=[CH:14][CH:13]=[CH:12][C:3]=1[CH2:4][N:5]1[CH:9]=[C:8]([CH3:10])[O:7][C:6]1=[O:11].C(N(CC)CC)C.[F:23][C:24]([F:37])([F:36])[S:25](O[S:25]([C:24]([F:37])([F:36])[F:23])(=[O:27])=[O:26])(=[O:27])=[O:26]. Product: [CH3:10][C:8]1[O:7][C:6](=[O:11])[N:5]([CH2:4][C:3]2[CH:12]=[CH:13][CH:14]=[CH:15][C:2]=2[NH:1][S:25]([C:24]([F:37])([F:36])[F:23])(=[O:27])=[O:26])[CH:9]=1. The catalyst class is: 22. (3) Reactant: [F:1][C:2]([F:19])([F:18])[C:3](=[O:17])[CH2:4][C:5]([C:8]1[CH:13]=[C:12]([F:14])[CH:11]=[CH:10][C:9]=1[O:15][CH3:16])([CH3:7])[CH3:6].[CH2:20]([Mg]Cl)[C:21]1[CH:26]=[CH:25][CH:24]=[CH:23][CH:22]=1. Product: [CH2:20]([C:3]([OH:17])([CH2:4][C:5]([C:8]1[CH:13]=[C:12]([F:14])[CH:11]=[CH:10][C:9]=1[O:15][CH3:16])([CH3:7])[CH3:6])[C:2]([F:1])([F:18])[F:19])[C:21]1[CH:26]=[CH:25][CH:24]=[CH:23][CH:22]=1. The catalyst class is: 1.